Dataset: Experimentally validated miRNA-target interactions with 360,000+ pairs, plus equal number of negative samples. Task: Binary Classification. Given a miRNA mature sequence and a target amino acid sequence, predict their likelihood of interaction. (1) The miRNA is hsa-miR-622 with sequence ACAGUCUGCUGAGGUUGGAGC. The protein sequence of the target gene is MGVLKTCVLRRSACAAACFWRRTVIPKPPFRGISTTSARSTVMPAWVIDKYGKNEVLRFTQNMMLPIIHYPNEVIIKVHAASVNPIDVNMRSGYGATALNMKRDPLHMKTKGEEFPLTLGRDVSGVVMECGLDVKYFQPGDEVWAAVPPWKQGTLSEFVVVSGNEVSHKPKSLTHTQAASLPYVALTAWSAINKVGGLSDKNCKGKRALILGASGGVGTFAIQVMKAWGAHVTAVCSKDASELVRKLGADEVIDYTLGSVEEQLKSLKLFDFILDNVGGSTETWALNFLKKWSGATYVTL.... Result: 0 (no interaction). (2) The miRNA is hsa-miR-600 with sequence ACUUACAGACAAGAGCCUUGCUC. The protein sequence of the target gene is METSGPGPGESSELEAPGSPDDRLFLVKGGIFLGSAAAAGMLAGFVTTLSLAKKKSPEWFNKGTMATAALPESGSSLALRALGWGSLYAWCGVGVISFAVWKALGVHSMKDFRSKMQSIFPPIPKNHESAEEWEEVLKWK. Result: 0 (no interaction). (3) The miRNA is hsa-miR-7977 with sequence UUCCCAGCCAACGCACCA. The protein sequence of the target gene is MQSQRIPGRKRGRPSLHSTPMKMAVHNLYSASAGSLPAVKIPKKRGRKPGYKIKSRVLMTPLALSPPRSTPEPDLSSIPQDAATVPSLAAPQALTVCLYINKQANAGPYLERKKVQQLPEHFGPERPSAVLQQAVQACIDCAHQQKLVFSLVKQGYGGEMVSVSASFDGKQHLRSLPVVNSIGYVLRFLAKLCRSLLCDDLFSHQPFPRGCSASEKVQEKEEGRMESVKTVTTEEYLVNPVGMNRYSVDTSASTFNHRGSLHPSSSLYCKRQNSGDSHLGGGPAATAGGPRTSPMSSGGP.... Result: 0 (no interaction). (4) The miRNA is mmu-miR-196a-5p with sequence UAGGUAGUUUCAUGUUGUUGGG. Result: 0 (no interaction). The protein sequence of the target gene is MATGVMLCAARALRPRSWIPGTCQAHVRHTHQRASLLAFWDLIPMRAEPLRKKKKVDPRKDQAAKDRLKKRIRKLEKASQELIPIEDFITPVRFLDKSRQRPQEEHSPEESERRALLLKRWALFKQQEHEMERDAIRSMLEAQQEALEELKLESAELYAEAIKRDTSLFPFEKEGPHYTPPISNYQAPEGRYNDITKVYTQVEFKR. (5) The miRNA is hsa-miR-514b-3p with sequence AUUGACACCUCUGUGAGUGGA. The protein sequence of the target gene is MDRDLLRQSLNCHGSSLLSLLRSEQQDNPHFRSLLGSAAEPARGPPPQHPLQGRKEKRVDNIEIQKFISKKADLLFALSWKSDAPATSEINEDSEDHYAIMPPLEQFMEIPSMDRRELFFRDIERGDIVIGRISSIREFGFFMVLICLGSGIMRDIAHLEITALCPLRDVPSHSNHGDPLSYYQTGDIIRAGIKDIDRYHEKLAVSLYSSSLPPHLSGIKLGVISSEELPLYYRRSVELNSNSLESYENVMQSSLGFVNPGVVEFLLEKLGIDESNPPSLMRGLQSKNFSEDDFASALRK.... Result: 0 (no interaction). (6) The miRNA is hsa-miR-3120-3p with sequence CACAGCAAGUGUAGACAGGCA. The protein sequence of the target gene is MGWDLGTRLFQRQEQRSRLSRIWLEKTRVFLEGSTRTPALPHCLFWLLQVPSTQDPLFPGYGPQCPVDLAGPPCLRPLFGGLGGYWRALQRGREGRTMTSRASELSPGRSVTAGIIIVGDEILKGHTQDTNTFFLCRTLRSLGVQVCRVSVVPDEVATIAAEVTSFSNRFTHVLTAGGIGPTHDDVTFEAVAQAFGDELKPHPKLEAATKALGGEGWEKLSLVPSSARLHYGTDPCTGQPFRFPLVSVRNVYLFPGIPELLRRVLEGMKGLFQNPAVQFHSKELYVAADEASIAPILAEA.... Result: 0 (no interaction).